Dataset: Full USPTO retrosynthesis dataset with 1.9M reactions from patents (1976-2016). Task: Predict the reactants needed to synthesize the given product. (1) Given the product [Br:44][CH2:45][CH2:46][O:36][C:33]1[CH:34]=[CH:35][C:30]([C:6]2[CH:7]=[C:8]3[C:16](=[C:4]([C:1](=[O:3])[NH2:2])[CH:5]=2)[NH:15][C:14]2[CH:13]=[C:12]([N:17]4[CH2:18][CH2:19][N:20]([C:23]([O:25][C:26]([CH3:29])([CH3:28])[CH3:27])=[O:24])[CH2:21][CH2:22]4)[CH:11]=[CH:10][C:9]3=2)=[CH:31][C:32]=1[Cl:37], predict the reactants needed to synthesize it. The reactants are: [C:1]([C:4]1[CH:5]=[C:6]([C:30]2[CH:35]=[CH:34][C:33]([OH:36])=[C:32]([Cl:37])[CH:31]=2)[CH:7]=[C:8]2[C:16]=1[NH:15][C:14]1[CH:13]=[C:12]([N:17]3[CH2:22][CH2:21][N:20]([C:23]([O:25][C:26]([CH3:29])([CH3:28])[CH3:27])=[O:24])[CH2:19][CH2:18]3)[CH:11]=[CH:10][C:9]2=1)(=[O:3])[NH2:2].C([O-])([O-])=O.[K+].[K+].[Br:44][CH2:45][CH2:46]Br.O.C(O)(=O)CC(CC(O)=O)(C(O)=O)O. (2) Given the product [CH3:23][O:24][CH:25]1[CH2:30][CH2:29][CH2:28][N:27]([C:20](=[O:22])/[CH:19]=[CH:18]/[C:9]2[CH:10]=[CH:11][C:12]([C:14]([F:16])([F:17])[F:15])=[CH:13][C:8]=2[CH2:7][N:5]2[N:4]=[N:3][C:2]([CH3:1])=[N:6]2)[CH2:26]1, predict the reactants needed to synthesize it. The reactants are: [CH3:1][C:2]1[N:3]=[N:4][N:5]([CH2:7][C:8]2[CH:13]=[C:12]([C:14]([F:17])([F:16])[F:15])[CH:11]=[CH:10][C:9]=2/[CH:18]=[CH:19]/[C:20]([OH:22])=O)[N:6]=1.[CH3:23][O:24][CH:25]1[CH2:30][CH2:29][CH2:28][NH:27][CH2:26]1. (3) Given the product [CH3:1][O:2][C:3]([C:5]1[CH:6]=[N:7][C:8]2[C:13]([C:14]=1[O:15][CH3:16])=[CH:12][C:11](/[CH:17]=[C:31]1/[C:32](=[O:34])[N:33]=[C:29]([NH:28][C@@H:26]3[CH2:27][C@H:25]3[C:19]3[CH:20]=[CH:21][CH:22]=[CH:23][CH:24]=3)[S:30]/1)=[CH:10][CH:9]=2)=[O:4], predict the reactants needed to synthesize it. The reactants are: [CH3:1][O:2][C:3]([C:5]1[CH:6]=[N:7][C:8]2[C:13]([C:14]=1[O:15][CH3:16])=[CH:12][C:11]([CH:17]=O)=[CH:10][CH:9]=2)=[O:4].[C:19]1([C@@H:25]2[CH2:27][C@H:26]2[NH:28][C:29]2[S:30][CH2:31][C:32](=[O:34])[N:33]=2)[CH:24]=[CH:23][CH:22]=[CH:21][CH:20]=1.N1CCCCC1. (4) Given the product [Cl:22][C:23]1[CH:28]=[CH:27][C:26]([C:29]2[S:30][C:31]([C:19]([CH:13]3[CH2:18][CH2:17][CH2:16][CH2:15][CH2:14]3)=[O:20])=[CH:32][C:33]=2[CH:34]([CH2:41][C:42]2[CH:43]=[CH:44][CH:45]=[CH:46][CH:47]=2)[C:35]([O:37][CH:38]([CH3:40])[CH3:39])=[O:36])=[CH:25][CH:24]=1, predict the reactants needed to synthesize it. The reactants are: [Cl-].[Al+3].[Al+3].[Al+3].[Cl-].[Cl-].[Cl-].[Cl-].[Cl-].[Cl-].[Cl-].[Cl-].[CH:13]1([C:19](Cl)=[O:20])[CH2:18][CH2:17][CH2:16][CH2:15][CH2:14]1.[Cl:22][C:23]1[CH:28]=[CH:27][C:26]([C:29]2[S:30][CH:31]=[CH:32][C:33]=2[CH:34]([CH2:41][C:42]2[CH:47]=[CH:46][CH:45]=[CH:44][CH:43]=2)[C:35]([O:37][CH:38]([CH3:40])[CH3:39])=[O:36])=[CH:25][CH:24]=1.O. (5) Given the product [OH:23][CH2:22][CH2:21][O:1][C:2]1[CH:11]=[CH:10][C:5]([C:6]([O:8][CH3:9])=[O:7])=[CH:4][C:3]=1[O:12][CH3:13], predict the reactants needed to synthesize it. The reactants are: [OH:1][C:2]1[CH:11]=[CH:10][C:5]([C:6]([O:8][CH3:9])=[O:7])=[CH:4][C:3]=1[O:12][CH3:13].C([O-])([O-])=O.[K+].[K+].Br[CH2:21][CH2:22][OH:23].O. (6) Given the product [Cl:1][C:2]1[CH:3]=[C:4]([NH:9][C:10](=[O:11])[NH:12][C:13]2[CH:14]=[C:15]3[C:19](=[CH:20][CH:21]=2)[N:18]([CH2:22][C:23]2[CH:28]=[CH:27][C:26]([Cl:29])=[C:25]([Cl:30])[CH:24]=2)[CH:17]=[C:16]3[CH:31]=[C:32]2[S:36][C:35](=[O:37])[NH:34][C:33]2=[O:38])[CH:5]=[CH:6][C:7]=1[Cl:8], predict the reactants needed to synthesize it. The reactants are: [Cl:1][C:2]1[CH:3]=[C:4]([N:9]=[C:10]=[O:11])[CH:5]=[CH:6][C:7]=1[Cl:8].[NH2:12][C:13]1[CH:14]=[C:15]2[C:19](=[CH:20][CH:21]=1)[N:18]([CH2:22][C:23]1[CH:28]=[CH:27][C:26]([Cl:29])=[C:25]([Cl:30])[CH:24]=1)[CH:17]=[C:16]2[CH:31]=[C:32]1[S:36][C:35](=[O:37])[NH:34][C:33]1=[O:38]. (7) The reactants are: [OH:1][C:2]1[C:9]([O:10][CH3:11])=[CH:8][C:5]([CH:6]=[O:7])=[CH:4][C:3]=1[O:12][CH3:13].C([O-])([O-])=O.[Cs+].[Cs+].Br[CH2:21][CH2:22][CH3:23].O. Given the product [CH3:13][O:12][C:3]1[CH:4]=[C:5]([CH:8]=[C:9]([O:10][CH3:11])[C:2]=1[O:1][CH2:21][CH2:22][CH3:23])[CH:6]=[O:7], predict the reactants needed to synthesize it. (8) Given the product [OH:8][C:9]1[N:14]=[C:13]([C:15]2[CH:16]=[CH:17][C:18]3[N:19]([CH:21]=[C:22]([C:24]([NH:26][C:27]4[CH:28]=[CH:29][CH:30]=[CH:31][CH:32]=4)=[O:25])[N:23]=3)[CH:20]=2)[CH:12]=[CH:11][CH:10]=1, predict the reactants needed to synthesize it. The reactants are: C([O:8][C:9]1[N:14]=[C:13]([C:15]2[CH:16]=[CH:17][C:18]3[N:19]([CH:21]=[C:22]([C:24]([NH:26][C:27]4[CH:32]=[CH:31][CH:30]=[CH:29][CH:28]=4)=[O:25])[N:23]=3)[CH:20]=2)[CH:12]=[CH:11][CH:10]=1)C1C=CC=CC=1. (9) The reactants are: [F:1][C:2]1[CH:7]=[CH:6][CH:5]=[CH:4][C:3]=1[C:8]1([C:16]([F:19])([F:18])[F:17])[CH2:14][CH2:13][O:12][CH2:11][C:10]([NH2:15])=[N:9]1.[N+:20]([O-])([O-:22])=[O:21].[K+].CC(OC)(C)C. Given the product [F:1][C:2]1[CH:7]=[CH:6][C:5]([N+:20]([O-:22])=[O:21])=[CH:4][C:3]=1[C:8]1([C:16]([F:19])([F:17])[F:18])[CH2:14][CH2:13][O:12][CH2:11][C:10]([NH2:15])=[N:9]1, predict the reactants needed to synthesize it. (10) Given the product [C:1]([C:3]1[CH:4]=[C:5]([CH:28]=[CH:29][C:30]=1[CH:31]1[CH2:36][CH2:35][CH2:34][CH2:33][CH2:32]1)[CH2:6][O:7][C:8]1[CH:16]=[CH:15][C:14]2[N:13]3[CH2:17][CH2:18][CH:19]([CH2:20][C:21]([OH:23])=[O:22])[C:12]3=[CH:11][C:10]=2[CH:9]=1)#[N:2], predict the reactants needed to synthesize it. The reactants are: [C:1]([C:3]1[CH:4]=[C:5]([CH:28]=[CH:29][C:30]=1[CH:31]1[CH2:36][CH2:35][CH2:34][CH2:33][CH2:32]1)[CH2:6][O:7][C:8]1[CH:16]=[CH:15][C:14]2[N:13]3[CH2:17][CH2:18][CH:19]([CH2:20][C:21]([O:23]C(C)(C)C)=[O:22])[C:12]3=[CH:11][C:10]=2[CH:9]=1)#[N:2].NC(C(O)=O)CS.